Dataset: Cav3 T-type calcium channel HTS with 100,875 compounds. Task: Binary Classification. Given a drug SMILES string, predict its activity (active/inactive) in a high-throughput screening assay against a specified biological target. (1) The compound is ON1C(Nc2c(C1=O)cccc2)c1c(n(nc1)C)C. The result is 0 (inactive). (2) The compound is O=C(c1nnn(c1c1ccccc1)c1nonc1N)c1ccccc1. The result is 0 (inactive).